This data is from Reaction yield outcomes from USPTO patents with 853,638 reactions. The task is: Predict the reaction yield, written as a fraction of the theoretical maximum amount of product (1.0 means a 100% yield; for example, 0.34 means a 34% yield). (1) The reactants are [Br:1][C:2]1[CH:7]=[CH:6][C:5]([C:8]2[O:9][C:10]([CH3:17])=[C:11]([CH2:13][C:14](O)=[O:15])[N:12]=2)=[CH:4][CH:3]=1. The catalyst is C1COCC1. The product is [Br:1][C:2]1[CH:3]=[CH:4][C:5]([C:8]2[O:9][C:10]([CH3:17])=[C:11]([CH2:13][CH2:14][OH:15])[N:12]=2)=[CH:6][CH:7]=1. The yield is 0.720. (2) The product is [N+:20]([C:15]1[CH:16]=[CH:17][CH:18]=[CH:19][C:14]=1[C:6]1[C:5]([C:3]([OH:2])=[O:4])=[CH:10][C:9]([C:11]2[S:13][CH:28]=[C:27]([C:26]3[CH:31]=[CH:32][CH:33]=[CH:34][C:25]=3[C:24]([F:23])([F:35])[F:36])[N:12]=2)=[CH:8][CH:7]=1)([O-:22])=[O:21]. The yield is 0.190. The reactants are C[O:2][C:3]([C:5]1[C:6]([C:14]2[CH:19]=[CH:18][CH:17]=[CH:16][C:15]=2[N+:20]([O-:22])=[O:21])=[CH:7][CH:8]=[C:9]([C:11](=[S:13])[NH2:12])[CH:10]=1)=[O:4].[F:23][C:24]([F:36])([F:35])[C:25]1[CH:34]=[CH:33][CH:32]=[CH:31][C:26]=1[C:27](=O)[CH2:28]Br. The catalyst is O. (3) The reactants are [CH2:1]([O:8][C:9]([N:11]1[CH2:16][CH2:15][CH:14]([C:17]([OH:19])=[O:18])[CH2:13][CH2:12]1)=[O:10])[C:2]1[CH:7]=[CH:6][CH:5]=[CH:4][CH:3]=1.C(NC(=NC(C)C)[O-])(C)C.C(NC(=NC(C)C)O[C:36]([CH3:39])([CH3:38])[CH3:37])(C)C. The catalyst is C(Cl)Cl. The product is [N:11]1([C:9]([O:8][CH2:1][C:2]2[CH:3]=[CH:4][CH:5]=[CH:6][CH:7]=2)=[O:10])[CH2:12][CH2:13][CH:14]([C:17]([O:19][C:36]([CH3:39])([CH3:38])[CH3:37])=[O:18])[CH2:15][CH2:16]1. The yield is 0.830. (4) The reactants are [C:1]([C:4]1[O:5][CH:6]=[CH:7][CH:8]=1)(=[O:3])[CH3:2].[Br:9]N1C(=O)CCC1=O.O. The catalyst is CN(C=O)C. The product is [Br:9][C:6]1[O:5][C:4]([C:1](=[O:3])[CH3:2])=[CH:8][CH:7]=1. The yield is 0.610. (5) The reactants are Cl[C:2]1[C:14]2[C:13]3[C:8](=[CH:9][CH:10]=[CH:11][CH:12]=3)[NH:7][C:6]=2[N:5]=[C:4]([NH:15][C:16](=[O:21])[C:17]([CH3:20])([CH3:19])[CH3:18])[N:3]=1.[Br:22][C:23]1[CH:24]=[C:25]([CH:27]=[CH:28][CH:29]=1)[NH2:26]. No catalyst specified. The product is [Br:22][C:23]1[CH:24]=[C:25]([NH:26][C:2]2[C:14]3[C:13]4[C:8](=[CH:9][CH:10]=[CH:11][CH:12]=4)[NH:7][C:6]=3[N:5]=[C:4]([NH:15][C:16](=[O:21])[C:17]([CH3:20])([CH3:19])[CH3:18])[N:3]=2)[CH:27]=[CH:28][CH:29]=1. The yield is 0.800. (6) The reactants are [C:1]([O:5][C:6](=[O:38])[NH:7][C@@:8]([C:12]1[CH:21]=[CH:20][C:19]2[C:14](=[CH:15][CH:16]=[C:17]([O:26][CH:27]3[CH2:32][CH2:31][CH:30]([CH:33]4[CH2:37][CH2:36][CH2:35][CH2:34]4)[CH2:29][CH2:28]3)[C:18]=2[C:22]([F:25])([F:24])[F:23])[CH:13]=1)([CH3:11])[CH2:9][OH:10])([CH3:4])([CH3:3])[CH3:2].N1C=NN=N1.[O:44]1CCCC1.C(N(CC)[P:52]([O:58][C:59]([CH3:62])([CH3:61])[CH3:60])[O:53][C:54]([CH3:57])([CH3:56])[CH3:55])C. The catalyst is C(Cl)Cl. The product is [C:1]([O:5][C:6](=[O:38])[NH:7][C@@:8]([C:12]1[CH:21]=[CH:20][C:19]2[C:14](=[CH:15][CH:16]=[C:17]([O:26][CH:27]3[CH2:28][CH2:29][CH:30]([CH:33]4[CH2:34][CH2:35][CH2:36][CH2:37]4)[CH2:31][CH2:32]3)[C:18]=2[C:22]([F:24])([F:25])[F:23])[CH:13]=1)([CH3:11])[CH2:9][O:10][P:52]([O:53][C:54]([CH3:55])([CH3:56])[CH3:57])([O:58][C:59]([CH3:60])([CH3:61])[CH3:62])=[O:44])([CH3:2])([CH3:3])[CH3:4]. The yield is 0.770.